From a dataset of Full USPTO retrosynthesis dataset with 1.9M reactions from patents (1976-2016). Predict the reactants needed to synthesize the given product. Given the product [C:22]1([C:28]([C:29]2[CH:30]=[CH:31][CH:32]=[CH:33][CH:34]=2)([C:35]2[CH:36]=[CH:37][CH:38]=[CH:39][CH:40]=2)[N:2]2[C:6]3[CH:7]=[CH:8][C:9]([C:11]([O:13][CH3:14])=[O:12])=[CH:10][C:5]=3[N:4]=[CH:3]2)[CH:23]=[CH:24][CH:25]=[CH:26][CH:27]=1, predict the reactants needed to synthesize it. The reactants are: Cl.[N:2]1[C:6]2[CH:7]=[CH:8][C:9]([C:11]([O:13][CH3:14])=[O:12])=[CH:10][C:5]=2[NH:4][CH:3]=1.C(N(CC)CC)C.[C:22]1([C:28](Cl)([C:35]2[CH:40]=[CH:39][CH:38]=[CH:37][CH:36]=2)[C:29]2[CH:34]=[CH:33][CH:32]=[CH:31][CH:30]=2)[CH:27]=[CH:26][CH:25]=[CH:24][CH:23]=1.